This data is from Reaction yield outcomes from USPTO patents with 853,638 reactions. The task is: Predict the reaction yield, written as a fraction of the theoretical maximum amount of product (1.0 means a 100% yield; for example, 0.34 means a 34% yield). (1) The reactants are [CH2:1]([N:3]([CH2:15][CH3:16])[CH2:4][CH2:5][CH2:6][O:7][C:8]1[CH:13]=[CH:12][C:11]([NH2:14])=[CH:10][CH:9]=1)[CH3:2].[F:17][C:18]1[CH:19]=[C:20]2[C:24](=[CH:25][CH:26]=1)[NH:23][C:22](=[O:27])[C:21]2=[CH:28]O. No catalyst specified. The product is [CH2:15]([N:3]([CH2:1][CH3:2])[CH2:4][CH2:5][CH2:6][O:7][C:8]1[CH:9]=[CH:10][C:11]([NH:14][CH:28]=[C:21]2[C:20]3[C:24](=[CH:25][CH:26]=[C:18]([F:17])[CH:19]=3)[NH:23][C:22]2=[O:27])=[CH:12][CH:13]=1)[CH3:16]. The yield is 0.410. (2) The reactants are C([O:5][C:6](=[O:31])[N:7]([CH2:9][C:10]1[CH:14]=[C:13]([C:15]2[C:16]([Cl:21])=[N:17][CH:18]=[CH:19][CH:20]=2)[N:12]([S:22]([C:25]2[CH:26]=[N:27][CH:28]=[CH:29][CH:30]=2)(=[O:24])=[O:23])[CH:11]=1)C)(C)(C)C.[C:32]([O:35]CC)(=[O:34])[CH3:33].Cl.[CH2:39](O)C. The product is [C:6]([OH:5])(=[O:31])/[CH:39]=[CH:33]/[C:32]([OH:35])=[O:34].[Cl:21][C:16]1[C:15]([C:13]2[N:12]([S:22]([C:25]3[CH:26]=[N:27][CH:28]=[CH:29][CH:30]=3)(=[O:23])=[O:24])[CH:11]=[C:10]([CH2:9][NH:7][CH3:6])[CH:14]=2)=[CH:20][CH:19]=[CH:18][N:17]=1. The yield is 0.680. No catalyst specified. (3) The reactants are [Br:1][C:2]1[C:3]([O:18][C:19]2[CH:24]=[CH:23][C:22]([C:25]([O:27][C:28]([CH3:31])([CH3:30])[CH3:29])=[O:26])=[CH:21][C:20]=2[N+:32]([O-])=O)=[C:4]([Cl:17])[CH:5]=[C:6]2[C:11]=1[O:10][CH2:9][CH2:8][CH:7]2[C:12]([O:14][CH2:15][CH3:16])=[O:13].[Cl-].[NH4+]. The catalyst is O1CCCC1.[Zn]. The product is [NH2:32][C:20]1[CH:21]=[C:22]([C:25]([O:27][C:28]([CH3:29])([CH3:31])[CH3:30])=[O:26])[CH:23]=[CH:24][C:19]=1[O:18][C:3]1[C:2]([Br:1])=[C:11]2[C:6]([CH:7]([C:12]([O:14][CH2:15][CH3:16])=[O:13])[CH2:8][CH2:9][O:10]2)=[CH:5][C:4]=1[Cl:17]. The yield is 0.850. (4) The reactants are [CH2:1]([N:8]1[CH2:13][CH2:12][N:11]([C:14]2[CH:22]=[CH:21][C:17]([C:18](O)=[O:19])=[CH:16][CH:15]=2)[CH2:10][CH2:9]1)[C:2]1[CH:7]=[CH:6][CH:5]=[CH:4][CH:3]=1.C(N1C=CN=C1)(N1C=CN=C1)=O.[NH2:35][C@H:36]1[CH2:41][C:40]2[C:42]([N:46]3[CH2:51][CH2:50][N:49]([CH3:52])[CH2:48][CH2:47]3)=[CH:43][CH:44]=[CH:45][C:39]=2[O:38][CH2:37]1. The catalyst is CN(C)C=O. The product is [CH3:52][N:49]1[CH2:50][CH2:51][N:46]([C:42]2[C:40]3[CH2:41][C@H:36]([NH:35][C:18](=[O:19])[C:17]4[CH:21]=[CH:22][C:14]([N:11]5[CH2:10][CH2:9][N:8]([CH2:1][C:2]6[CH:3]=[CH:4][CH:5]=[CH:6][CH:7]=6)[CH2:13][CH2:12]5)=[CH:15][CH:16]=4)[CH2:37][O:38][C:39]=3[CH:45]=[CH:44][CH:43]=2)[CH2:47][CH2:48]1. The yield is 0.800. (5) The product is [CH3:23][N:19]1[CH2:20][CH2:21][CH2:22][N:16]([C:14]([CH:12]2[CH2:13][N:10]([C:8]([C:5]3[CH:6]=[N:7][C:2]([CH3:1])=[CH:3][CH:4]=3)=[O:9])[CH2:11]2)=[O:15])[CH2:17][CH2:18]1. The catalyst is C(O)=O. The yield is 0.750. The reactants are [CH3:1][C:2]1[N:7]=[CH:6][C:5]([C:8]([N:10]2[CH2:13][CH:12]([C:14]([N:16]3[CH2:22][CH2:21][CH2:20][NH:19][CH2:18][CH2:17]3)=[O:15])[CH2:11]2)=[O:9])=[CH:4][CH:3]=1.[CH2:23]=O. (6) The reactants are [CH3:1][O:2][C:3]1[CH:4]=[C:5]([CH:7]=[C:8]([O:12][CH3:13])[C:9]=1[O:10][CH3:11])[NH2:6].[Cl:14][CH2:15][C:16](Cl)=[O:17]. The catalyst is C1(C)C=CC=CC=1. The product is [Cl:14][CH2:15][C:16]([NH:6][C:5]1[CH:7]=[C:8]([O:12][CH3:13])[C:9]([O:10][CH3:11])=[C:3]([O:2][CH3:1])[CH:4]=1)=[O:17]. The yield is 0.910.